Dataset: Catalyst prediction with 721,799 reactions and 888 catalyst types from USPTO. Task: Predict which catalyst facilitates the given reaction. (1) Product: [Br:21][C:22]1[CH:23]=[C:24]2[C:42](=[CH:43][CH:44]=1)[C:27]1=[CH:28][C:29]3[C:30]([C:18]4[C:19]5[C:20]([C:2]6[CH:15]=[CH:14][CH:9]=[CH:8][C:3]=6[CH:17]=4)=[CH:7][CH:6]=[CH:5][CH:4]=5)([OH:41])[C:31]4[CH:32]=[CH:33][CH:34]=[CH:35][C:36]=4[C:37]([C:2]4[C:3]5[C:8]([C:9]6[CH:10]=[CH:11][CH:12]=[CH:13][C:14]=6[CH:15]=4)=[CH:7][CH:6]=[CH:5][CH:4]=5)([OH:40])[C:38]=3[CH:39]=[C:26]1[C:25]2([CH3:46])[CH3:45]. Reactant: Br[C:2]1[C:3]2[C:8]([C:9]3[CH:10]=[CH:11][CH:12]=[CH:13][C:14]=3[CH:15]=1)=[CH:7][CH:6]=[CH:5][CH:4]=2.[Li][CH2:17][CH2:18][CH2:19][CH3:20].[Br:21][C:22]1[CH:23]=[C:24]2[C:42](=[CH:43][CH:44]=1)[C:27]1=[CH:28][C:29]3[C:30](=[O:41])[C:31]4[CH:32]=[CH:33][CH:34]=[CH:35][C:36]=4[C:37](=[O:40])[C:38]=3[CH:39]=[C:26]1[C:25]2([CH3:46])[CH3:45]. The catalyst class is: 1. (2) Reactant: [C:1]([C:5]1[S:9][C:8](=[NH:10])[N:7]([CH2:11][C:12]2([OH:18])[CH2:17][CH2:16][CH2:15][CH2:14][CH2:13]2)[CH:6]=1)([CH3:4])([CH3:3])[CH3:2].[Cl:19][C:20]1[CH:21]=[CH:22][C:23]([O:29][CH3:30])=[C:24]([CH:28]=1)[C:25](O)=[O:26].S(Cl)(Cl)=O.C(N(CC)CC)C. Product: [C:1]([C:5]1[S:9]/[C:8](=[N:10]\[C:25](=[O:26])[C:24]2[CH:28]=[C:20]([Cl:19])[CH:21]=[CH:22][C:23]=2[O:29][CH3:30])/[N:7]([CH2:11][C:12]2([OH:18])[CH2:13][CH2:14][CH2:15][CH2:16][CH2:17]2)[CH:6]=1)([CH3:4])([CH3:2])[CH3:3]. The catalyst class is: 1. (3) Reactant: [NH2:1][C:2]1[CH:19]=[CH:18][C:5]2[N:6]=[C:7]([CH:12]3[CH2:17][CH2:16][CH2:15][CH2:14][CH2:13]3)[NH:8][S:9](=[O:11])(=[O:10])[C:4]=2[CH:3]=1.CC(C[AlH]CC(C)C)C.C1(C)C=CC=CC=1. The catalyst class is: 1. Product: [NH2:1][C:2]1[CH:19]=[CH:18][C:5]2[NH:6][CH:7]([CH:12]3[CH2:17][CH2:16][CH2:15][CH2:14][CH2:13]3)[NH:8][S:9](=[O:11])(=[O:10])[C:4]=2[CH:3]=1. (4) Reactant: [CH:1]1([CH2:4][N:5]2[CH2:10][CH2:9][CH:8]([N:11]3[CH2:16][CH2:15][CH:14]([NH:17]C(=O)OC(C)(C)C)[CH2:13][CH2:12]3)[CH2:7][CH2:6]2)[CH2:3][CH2:2]1.[ClH:25]. Product: [ClH:25].[CH:1]1([CH2:4][N:5]2[CH2:10][CH2:9][CH:8]([N:11]3[CH2:16][CH2:15][CH:14]([NH2:17])[CH2:13][CH2:12]3)[CH2:7][CH2:6]2)[CH2:2][CH2:3]1. The catalyst class is: 5. (5) Reactant: Cl[C:2]1[C:3]2[C:4](=[CH:14][N:15](CC3C=CC(OC)=CC=3)[N:16]=2)[N:5]=[C:6]([C:8]2[CH:13]=[CH:12][CH:11]=[CH:10][CH:9]=2)[N:7]=1.[NH2:26][C:27]1[CH:35]=[CH:34][C:30]([C:31]([NH2:33])=[O:32])=[CH:29][CH:28]=1.Cl. Product: [C:8]1([C:6]2[N:7]=[C:2]([NH:26][C:27]3[CH:35]=[CH:34][C:30]([C:31]([NH2:33])=[O:32])=[CH:29][CH:28]=3)[C:3]3[NH:16][N:15]=[CH:14][C:4]=3[N:5]=2)[CH:9]=[CH:10][CH:11]=[CH:12][CH:13]=1. The catalyst class is: 71. (6) The catalyst class is: 29. Reactant: [Cl:1][C:2]1[CH:3]=[C:4]([C:12]2[O:16][N:15]=[C:14]([C:17]3[CH:18]=[CH:19][C:20]4[O:26][CH2:25][CH:24](/[CH:27]=[CH:28]/[C:29]([O:31][CH2:32][CH3:33])=[O:30])[N:23]([C:34]([O:36][C:37]([CH3:40])([CH3:39])[CH3:38])=[O:35])[CH2:22][C:21]=4[CH:41]=3)[N:13]=2)[CH:5]=[CH:6][C:7]=1[O:8][CH:9]([CH3:11])[CH3:10]. Product: [Cl:1][C:2]1[CH:3]=[C:4]([C:12]2[O:16][N:15]=[C:14]([C:17]3[CH:18]=[CH:19][C:20]4[O:26][CH2:25][CH:24]([CH2:27][CH2:28][C:29]([O:31][CH2:32][CH3:33])=[O:30])[N:23]([C:34]([O:36][C:37]([CH3:38])([CH3:39])[CH3:40])=[O:35])[CH2:22][C:21]=4[CH:41]=3)[N:13]=2)[CH:5]=[CH:6][C:7]=1[O:8][CH:9]([CH3:10])[CH3:11].